From a dataset of Reaction yield outcomes from USPTO patents with 853,638 reactions. Predict the reaction yield, written as a fraction of the theoretical maximum amount of product (1.0 means a 100% yield; for example, 0.34 means a 34% yield). The reactants are C1(OC(=O)[N:9]([C:19]2[CH:24]=[C:23]([Cl:25])[CH:22]=[CH:21][N:20]=2)[C:10]([O:12]C2C=CC=CC=2)=O)C=CC=CC=1.[CH2:27]([N:29]([CH2:34][CH3:35])[CH2:30][CH2:31][CH2:32][NH2:33])[CH3:28]. The catalyst is CN(C)C=O. The product is [Cl:25][C:23]1[CH:22]=[CH:21][N:20]=[C:19]([NH:9][C:10]([NH:33][CH2:32][CH2:31][CH2:30][N:29]([CH2:34][CH3:35])[CH2:27][CH3:28])=[O:12])[CH:24]=1. The yield is 0.543.